Dataset: Full USPTO retrosynthesis dataset with 1.9M reactions from patents (1976-2016). Task: Predict the reactants needed to synthesize the given product. (1) The reactants are: I[CH:2]1[CH2:6][CH2:5][CH2:4][CH2:3]1.[Cl:7][C:8]1[CH:13]=[CH:12][C:11]([C@:14]2([O:23][C@H:22]([CH2:24][OH:25])[C@@H:20]([OH:21])[C@H:18]([OH:19])[C@H:16]2[OH:17])[OH:15])=[CH:10][C:9]=1[CH2:26][C:27]1[CH:32]=[CH:31][C:30]([OH:33])=[CH:29][CH:28]=1.C(=O)([O-])[O-].[Cs+].[Cs+].[Cl-].[Na+]. Given the product [Cl:7][C:8]1[CH:13]=[CH:12][C:11]([C@:14]2([O:23][C@H:22]([CH2:24][OH:25])[C@@H:20]([OH:21])[C@H:18]([OH:19])[C@H:16]2[OH:17])[OH:15])=[CH:10][C:9]=1[CH2:26][C:27]1[CH:28]=[CH:29][C:30]([O:33][CH:2]2[CH2:6][CH2:5][CH2:4][CH2:3]2)=[CH:31][CH:32]=1, predict the reactants needed to synthesize it. (2) The reactants are: [NH2:1][CH2:2]CCOC1C2C([Cl:16])=CC=CC=2OC(=O)C=1.C(OC(=O)N[CH2:25][CH2:26][CH:27]([O:29][C:30]1[C:35]2[C:36]([Cl:40])=[CH:37][CH:38]=[CH:39][C:34]=2[O:33][C:32](=[O:41])[CH:31]=1)C)(C)(C)C. Given the product [ClH:16].[NH2:1][CH2:2][CH2:25][CH2:26][CH2:27][O:29][C:30]1[C:35]2[C:36]([Cl:40])=[CH:37][CH:38]=[CH:39][C:34]=2[O:33][C:32](=[O:41])[CH:31]=1, predict the reactants needed to synthesize it. (3) Given the product [CH3:1][O:2][C:3]1[C:4]([CH:9]=[N:12][OH:13])=[N:5][CH:6]=[CH:7][N:8]=1, predict the reactants needed to synthesize it. The reactants are: [CH3:1][O:2][C:3]1[C:4]([CH:9]=O)=[N:5][CH:6]=[CH:7][N:8]=1.Cl.[NH2:12][OH:13].C(N(CC)CC)C. (4) The reactants are: [Cl:1][C:2]1[N:3]=[C:4]([C:9]([NH:11][C@@H:12]2[CH2:17][CH2:16][N:15]([C:18]([O:20][C:21]([CH3:24])([CH3:23])[CH3:22])=[O:19])[CH2:14][C@H:13]2[OH:25])=[O:10])[NH:5][C:6]=1[CH2:7][CH3:8].C(N(CC)CC)C.C(OCC)(=O)C. Given the product [Cl:1][C:2]1[N:3]=[C:4]([C:9]([NH:11][CH:12]2[CH2:17][CH2:16][N:15]([C:18]([O:20][C:21]([CH3:24])([CH3:23])[CH3:22])=[O:19])[CH2:14][C:13]2=[O:25])=[O:10])[NH:5][C:6]=1[CH2:7][CH3:8], predict the reactants needed to synthesize it. (5) The reactants are: C[O:2][C:3]([C:5]1[C:6]2[CH:7]=[C:8]([CH3:14])[NH:9][C:10]=2[CH:11]=[CH:12][CH:13]=1)=[O:4].Cl. Given the product [CH3:14][C:8]1[NH:9][C:10]2[CH:11]=[CH:12][CH:13]=[C:5]([C:3]([OH:4])=[O:2])[C:6]=2[CH:7]=1, predict the reactants needed to synthesize it. (6) Given the product [C:14]1([C:1](=[O:8])[CH2:2][CH2:3][CH2:4][C:5]([C:14]2[CH:19]=[CH:18][CH:17]=[CH:16][CH:15]=2)=[O:6])[CH:19]=[CH:18][CH:17]=[CH:16][CH:15]=1, predict the reactants needed to synthesize it. The reactants are: [C:1](Cl)(=[O:8])[CH2:2][CH2:3][CH2:4][C:5](Cl)=[O:6].[Cl-].[Al+3].[Cl-].[Cl-].[CH:14]1[CH:19]=[CH:18][CH:17]=[CH:16][CH:15]=1.O. (7) Given the product [F:1][C:2]1[CH:9]=[C:8]([F:10])[CH:7]=[CH:6][C:3]=1[CH:4]=[CH:12][C:13]([OH:15])=[O:14], predict the reactants needed to synthesize it. The reactants are: [F:1][C:2]1[CH:9]=[C:8]([F:10])[CH:7]=[CH:6][C:3]=1[CH:4]=O.C(O)(=O)[CH2:12][C:13]([OH:15])=[O:14].N1CCCCC1.